From a dataset of HIV replication inhibition screening data with 41,000+ compounds from the AIDS Antiviral Screen. Binary Classification. Given a drug SMILES string, predict its activity (active/inactive) in a high-throughput screening assay against a specified biological target. (1) The result is 0 (inactive). The compound is Cc1cc(N=Nc2c(C)ccc3ncccc23)ccc1N. (2) The molecule is Cc1nc([N+](=O)[O-])cn1CC(=N)N.Cl. The result is 0 (inactive). (3) The compound is O=S(=O)([O-])c1cc([N+]2=Nc3cc(S(=O)(=O)[O-])c4cccc5c4c3N[Cu-2]2[OH+]S5(=O)=O)ccc1C=Cc1ccc([N+]2=Nc3cc(S(=O)(=O)[O-])c4cccc5c4c3N[Cu-2]2[OH+]S5(=O)=O)cc1S(=O)(=O)[O-].[Na+]. The result is 1 (active). (4) The compound is CC(=O)OCC(OC(C)=O)C(OC(C)=O)C(OC(C)=O)C(C=NNc1nc(O)c2ccccc2n1)=NNc1nc(O)c2ccccc2n1. The result is 0 (inactive). (5) The compound is CC1OC(OC23C(=O)CC(C)(O)CC2(O)C=CC2C3=c3oc(-c4ccc(O)cc4)c4c3=C(C(=O)C(C3CC(OC5CCC(OC6CC(O)C(O)C(C)O6)C(C)O5)C(O)C(C)O3)=C4)C2O)CCC1O. The result is 0 (inactive). (6) The compound is O=c1[nH]c2nn(-c3ccccc3)cc2c(=O)n1OS(=O)(=O)c1ccccc1. The result is 0 (inactive).